Task: Predict the reaction yield, written as a fraction of the theoretical maximum amount of product (1.0 means a 100% yield; for example, 0.34 means a 34% yield).. Dataset: Reaction yield outcomes from USPTO patents with 853,638 reactions (1) The reactants are [Cl:1][C:2]1[CH:7]=[CH:6][N:5]=[C:4]2[CH:8]=[C:9]([Sn](C)(C)C)[S:10][C:3]=12.Br[C:16]1[S:17][CH:18]=[CH:19][N:20]=1. No catalyst specified. The product is [Cl:1][C:2]1[CH:7]=[CH:6][N:5]=[C:4]2[CH:8]=[C:9]([C:16]3[S:17][CH:18]=[CH:19][N:20]=3)[S:10][C:3]=12. The yield is 0.460. (2) The reactants are [S:1]1[C:5]2[CH:6]=[CH:7][CH:8]=[CH:9][C:4]=2[N:3]=[C:2]1[N:10]1[C:14](=[O:15])[C:13](=[CH:16][N:17](C)[CH3:18])[C:12]([C:20]2[S:21][CH:22]=[CH:23][CH:24]=2)=[N:11]1. The catalyst is CN.CCO. The product is [S:1]1[C:5]2[CH:6]=[CH:7][CH:8]=[CH:9][C:4]=2[N:3]=[C:2]1[N:10]1[C:14](=[O:15])[C:13](=[CH:16][NH:17][CH3:18])[C:12]([C:20]2[S:21][CH:22]=[CH:23][CH:24]=2)=[N:11]1. The yield is 0.300. (3) The product is [C:50]([C:49]1[CH:52]=[C:45]([C:43]2[S:44][C:40]([C:35]3[CH:36]=[CH:37][CH:38]=[C:39]4[C:34]=3[CH2:33][CH2:32][C@@H:31]4[NH:30][C:3](=[O:5])[CH2:2][OH:1])=[N:41][N:42]=2)[CH:46]=[CH:47][C:48]=1[O:53][CH:54]([CH3:56])[CH3:55])#[N:51]. The yield is 0.500. The catalyst is CN(C=O)C. The reactants are [OH:1][CH2:2][C:3]([OH:5])=O.C1C=CC2N(O)N=NC=2C=1.C(Cl)CCl.CCN(C(C)C)C(C)C.Cl.[NH2:30][C@@H:31]1[C:39]2[C:34](=[C:35]([C:40]3[S:44][C:43]([C:45]4[CH:46]=[CH:47][C:48]([O:53][CH:54]([CH3:56])[CH3:55])=[C:49]([CH:52]=4)[C:50]#[N:51])=[N:42][N:41]=3)[CH:36]=[CH:37][CH:38]=2)[CH2:33][CH2:32]1. (4) The yield is 0.800. The reactants are [CH2:1]([O:3][C:4](=[O:29])[CH2:5][CH2:6][CH2:7][O:8][C:9]1[CH:14]=[CH:13][CH:12]=[C:11]([CH2:15][CH2:16][CH2:17][CH2:18][CH2:19][CH2:20]Br)[C:10]=1[CH2:22][CH2:23][C:24]([O:26][CH2:27][CH3:28])=[O:25])[CH3:2].[Br:30][C:31]1[CH:32]=[C:33]([CH:39]=[C:40]([OH:42])[CH:41]=1)[C:34]([N:36]([CH3:38])[CH3:37])=[O:35].C(=O)([O-])[O-].[K+].[K+]. The catalyst is CN(C)C=O.CC(C)=O.O.Cl. The product is [CH2:1]([O:3][C:4](=[O:29])[CH2:5][CH2:6][CH2:7][O:8][C:9]1[CH:14]=[CH:13][CH:12]=[C:11]([CH2:15][CH2:16][CH2:17][CH2:18][CH2:19][CH2:20][O:42][C:40]2[CH:39]=[C:33]([C:34](=[O:35])[N:36]([CH3:38])[CH3:37])[CH:32]=[C:31]([Br:30])[CH:41]=2)[C:10]=1[CH2:22][CH2:23][C:24]([O:26][CH2:27][CH3:28])=[O:25])[CH3:2]. (5) The reactants are Cl[C:2]1[C:7]([N+:8]([O-:10])=[O:9])=[CH:6][N:5]=[C:4]2[CH2:11][CH2:12][CH2:13][C:3]=12.[OH:14][C@@H:15]1[C@@H:20]([CH3:21])[CH2:19][NH:18][CH2:17][C@H:16]1[NH:22][C:23](=[O:29])[O:24][C:25]([CH3:28])([CH3:27])[CH3:26].C(N(CC)CC)C. The catalyst is C(O)(C)C. The product is [OH:14][C@@H:15]1[C@@H:20]([CH3:21])[CH2:19][N:18]([C:2]2[C:7]([N+:8]([O-:10])=[O:9])=[CH:6][N:5]=[C:4]3[CH2:11][CH2:12][CH2:13][C:3]=23)[CH2:17][C@H:16]1[NH:22][C:23](=[O:29])[O:24][C:25]([CH3:28])([CH3:27])[CH3:26]. The yield is 0.500. (6) The reactants are [CH2:1]([N:8]([C:14]1[CH:19]=[C:18]([O:20][CH3:21])[C:17]([CH3:22])=[CH:16][C:15]=1Br)[C:9](=[O:13])[CH:10]([CH3:12])[CH3:11])[C:2]1[CH:7]=[CH:6][CH:5]=[CH:4][CH:3]=1.CC(C)([O-])C.[Na+].[Cl-].[NH4+]. The product is [CH2:1]([N:8]1[C:14]2[C:15](=[CH:16][C:17]([CH3:22])=[C:18]([O:20][CH3:21])[CH:19]=2)[C:10]([CH3:12])([CH3:11])[C:9]1=[O:13])[C:2]1[CH:7]=[CH:6][CH:5]=[CH:4][CH:3]=1. The catalyst is O1CCOCC1.C([O-])(=O)C.[Pd+2].C([O-])(=O)C.C1(P(C2CCCCC2)C2CCCCC2)CCCCC1. The yield is 0.570. (7) The reactants are [Br:1][C:2]1[CH:7]=[CH:6][C:5]([CH2:8][C:9]#N)=[CH:4][C:3]=1[CH3:11].[CH3:12]I.[H-].[Na+].O.C[N:18]([CH:20]=O)C. No catalyst specified. The product is [Br:1][C:2]1[CH:7]=[CH:6][C:5]([C:8]([CH3:12])([CH3:9])[C:20]#[N:18])=[CH:4][C:3]=1[CH3:11]. The yield is 0.990. (8) The reactants are [Cl:1][C:2]1[S:6][C:5]([C:7]([OH:9])=O)=[CH:4][C:3]=1C.C(N(C(C)C)CC)(C)C.C1CN([P+]([Br:36])(N2CCCC2)N2CCCC2)CC1.F[P-](F)(F)(F)(F)F.[NH2:44][CH:45]([CH2:55][C:56]1[CH:61]=[CH:60][CH:59]=[CH:58][CH:57]=1)[CH2:46][NH:47][C:48](=[O:54])[O:49][C:50]([CH3:53])([CH3:52])[CH3:51]. The catalyst is C(Cl)Cl. The product is [Br:36][C:3]1[CH:4]=[C:5]([C:7]([NH:44][CH:45]([CH2:55][C:56]2[CH:57]=[CH:58][CH:59]=[CH:60][CH:61]=2)[CH2:46][NH:47][C:48](=[O:54])[O:49][C:50]([CH3:53])([CH3:51])[CH3:52])=[O:9])[S:6][C:2]=1[Cl:1]. The yield is 0.970. (9) The reactants are [CH3:1][O:2][C:3]1[CH:4]=[C:5]2[C:10](=[CH:11][C:12]=1[O:13][CH3:14])[N:9]=[CH:8][N:7]=[C:6]2[O:15][C:16]1[CH:22]=[CH:21][C:19]([NH2:20])=[C:18]([O:23][CH3:24])[CH:17]=1.C(N(CC)CC)C.ClC(Cl)(O[C:36](=[O:42])OC(Cl)(Cl)Cl)Cl.[CH2:44]([N:46]([CH2:50][CH3:51])[CH2:47][CH2:48][NH2:49])[CH3:45]. The catalyst is C(Cl)(Cl)Cl.O. The product is [CH2:44]([N:46]([CH2:50][CH3:51])[CH2:47][CH2:48][NH:49][C:36]([NH:20][C:19]1[CH:21]=[CH:22][C:16]([O:15][C:6]2[C:5]3[C:10](=[CH:11][C:12]([O:13][CH3:14])=[C:3]([O:2][CH3:1])[CH:4]=3)[N:9]=[CH:8][N:7]=2)=[CH:17][C:18]=1[O:23][CH3:24])=[O:42])[CH3:45]. The yield is 0.570.